Dataset: CYP3A4 inhibition data for predicting drug metabolism from PubChem BioAssay. Task: Regression/Classification. Given a drug SMILES string, predict its absorption, distribution, metabolism, or excretion properties. Task type varies by dataset: regression for continuous measurements (e.g., permeability, clearance, half-life) or binary classification for categorical outcomes (e.g., BBB penetration, CYP inhibition). Dataset: cyp3a4_veith. (1) The compound is COc1ccc(CNc2ncnc3ccc(-c4ccccc4CN(C)C)cc23)c(OC)c1. The result is 1 (inhibitor). (2) The result is 0 (non-inhibitor). The compound is COn1c(SCc2ccc(Cl)cc2)nc2ccccc2c1=O. (3) The compound is CN(C)CCCN1c2ccccc2Sc2cnccc21. The result is 1 (inhibitor).